Dataset: Catalyst prediction with 721,799 reactions and 888 catalyst types from USPTO. Task: Predict which catalyst facilitates the given reaction. (1) Reactant: [Cl-].[Mg+2].[Cl-].C(N(CC)CC)C.[C:11]([O:19][CH2:20][CH3:21])(=[O:18])[CH2:12][C:13]([O:15][CH2:16][CH3:17])=[O:14].[Cl:22][C:23]1[N:31]=[CH:30][CH:29]=[CH:28][C:24]=1[C:25](Cl)=[O:26]. Product: [Cl:22][C:23]1[N:31]=[CH:30][CH:29]=[CH:28][C:24]=1[C:25]([CH:12]([C:13]([O:15][CH2:16][CH3:17])=[O:14])[C:11]([O:19][CH2:20][CH3:21])=[O:18])=[O:26]. The catalyst class is: 11. (2) Reactant: [F:1][C:2]([F:9])([F:8])[C:3]1[CH:4]=[N:5][NH:6][CH:7]=1.[H-].[Na+].F[C:13]1[CH:20]=[CH:19][C:16]([C:17]#[N:18])=[CH:15][CH:14]=1.[Cl-].[NH4+]. Product: [F:1][C:2]([F:9])([F:8])[C:3]1[CH:4]=[N:5][N:6]([C:13]2[CH:20]=[CH:19][C:16]([C:17]#[N:18])=[CH:15][CH:14]=2)[CH:7]=1. The catalyst class is: 9. (3) Reactant: Br[CH2:2][C:3]([O:5][CH3:6])=[O:4].[Br:7][C:8]1[C:9]([O:31][CH3:32])=[C:10]([NH2:30])[CH:11]=[C:12]([C:14]2[C:26]3[C:25]([CH3:27])=[C:24]([CH3:28])[S:23][C:22]=3[C:21]([Br:29])=[C:20]3[C:15]=2[CH:16]=[CH:17][CH:18]=[CH:19]3)[CH:13]=1.C(=O)([O-])[O-].[K+].[K+].O. Product: [CH3:6][O:5][C:3](=[O:4])[CH2:2][NH:30][C:10]1[CH:11]=[C:12]([C:14]2[C:26]3[C:25]([CH3:27])=[C:24]([CH3:28])[S:23][C:22]=3[C:21]([Br:29])=[C:20]3[C:15]=2[CH:16]=[CH:17][CH:18]=[CH:19]3)[CH:13]=[C:8]([Br:7])[C:9]=1[O:31][CH3:32]. The catalyst class is: 3. (4) Reactant: [F:1][C:2]1[CH:7]=[CH:6][C:5]([N:8]2[C:11](=[O:12])[C@H:10]([S:13][CH2:14][C:15]([C:17]3[CH:22]=[CH:21][C:20]([F:23])=[CH:19][CH:18]=3)=[O:16])[C@H:9]2[C:24]2[CH:38]=[CH:37][C:27]([O:28][CH2:29][C:30]([NH:32][CH2:33][C:34]([OH:36])=O)=[O:31])=[CH:26][CH:25]=2)=[CH:4][CH:3]=1.CN1CCOCC1.[NH2:46][C@H:47]([C:55]1[CH:60]=[CH:59][CH:58]=[CH:57][CH:56]=1)[C:48]([O:50]C(C)(C)C)=[O:49].CN(C(ON1N=NC2C=CC=CC1=2)=[N+](C)C)C.[B-](F)(F)(F)F.[BH4-].[Na+].C([O-])(=O)C.[NH4+]. Product: [F:1][C:2]1[CH:7]=[CH:6][C:5]([N:8]2[C:11](=[O:12])[C@H:10]([S:13][CH2:14][CH:15]([C:17]3[CH:18]=[CH:19][C:20]([F:23])=[CH:21][CH:22]=3)[OH:16])[C@H:9]2[C:24]2[CH:38]=[CH:37][C:27]([O:28][CH2:29][C:30]([NH:32][CH2:33][C:34]([NH:46][C@H:47]([C:55]3[CH:60]=[CH:59][CH:58]=[CH:57][CH:56]=3)[C:48]([OH:50])=[O:49])=[O:36])=[O:31])=[CH:26][CH:25]=2)=[CH:4][CH:3]=1. The catalyst class is: 2. (5) Reactant: [C:1]([OH:4])(=[O:3])[CH3:2].[CH3:5][N:6]1[CH2:11][CH2:10][CH2:9][CH2:8][CH2:7]1. Product: [C:1]([OH:4])(=[O:3])[CH3:2].[CH3:5][N:6]1[CH2:11][CH2:10][CH2:9][CH2:8][CH2:7]1. The catalyst class is: 192. (6) Reactant: [CH2:1]([NH2:8])[C:2]1[CH:7]=[CH:6][CH:5]=[CH:4][CH:3]=1.C(O[BH-](OC(=O)C)OC(=O)C)(=O)C.[Na+].C(O)(=O)C.[NH:27]1[C:35]2[C:30](=[CH:31][CH:32]=[CH:33][C:34]=2[CH:36]=O)[CH:29]=[CH:28]1. Product: [CH2:1]([NH:8][CH2:36][C:34]1[CH:33]=[CH:32][CH:31]=[C:30]2[C:35]=1[NH:27][CH:28]=[CH:29]2)[C:2]1[CH:7]=[CH:6][CH:5]=[CH:4][CH:3]=1. The catalyst class is: 417. (7) Product: [O:48]1[CH2:53][CH2:52][CH:51]([C:54]2[CH:55]=[C:56]3[C:60](=[CH:61][CH:62]=2)[CH2:59][N:58]([C:7]([C:6]2[CH:10]=[CH:11][CH:12]=[CH:13][C:5]=2[O:4][C@@H:3]([CH3:14])[C:2]([F:1])([F:16])[F:15])=[O:9])[CH2:57]3)[CH2:50][CH2:49]1. Reactant: [F:1][C:2]([F:16])([F:15])[C@H:3]([CH3:14])[O:4][C:5]1[CH:13]=[CH:12][CH:11]=[CH:10][C:6]=1[C:7]([OH:9])=O.CN(C(ON1N=NC2C=CC=CC1=2)=[N+](C)C)C.[B-](F)(F)(F)F.C(N(C(C)C)C(C)C)C.[O:48]1[CH2:53][CH2:52][CH:51]([C:54]2[CH:55]=[C:56]3[C:60](=[CH:61][CH:62]=2)[CH2:59][NH:58][CH2:57]3)[CH2:50][CH2:49]1. The catalyst class is: 3. (8) Reactant: [C:1]([N:4]1[CH2:11][C:10]2[CH:12]=[CH:13][C:14]([S:16]([CH2:18][CH2:19][CH2:20][CH3:21])=[O:17])=[CH:15][C:9]=2[CH:8]=[CH:7][C:6]2[CH:22]=[CH:23][CH:24]=[CH:25][C:5]1=2)(=[O:3])[CH3:2]. Product: [C:1]([N:4]1[CH2:11][C:10]2[CH:12]=[CH:13][C:14]([S:16]([CH2:18][CH2:19][CH2:20][CH3:21])=[O:17])=[CH:15][C:9]=2[CH2:8][CH2:7][C:6]2[CH:22]=[CH:23][CH:24]=[CH:25][C:5]1=2)(=[O:3])[CH3:2]. The catalyst class is: 105. (9) Reactant: CCN(CC)CC.[Br:8][C:9]1[CH:14]=[C:13]([C:15]([OH:17])=O)[CH:12]=[CH:11][N:10]=1.CCN=C=NCCCN(C)C.C1C=CC2N(O)N=NC=2C=1.[CH3:39][NH:40][O:41][CH3:42]. Product: [Br:8][C:9]1[CH:14]=[C:13]([C:15]([N:40]([CH3:39])[O:41][CH3:42])=[O:17])[CH:12]=[CH:11][N:10]=1. The catalyst class is: 2.